From a dataset of Reaction yield outcomes from USPTO patents with 853,638 reactions. Predict the reaction yield, written as a fraction of the theoretical maximum amount of product (1.0 means a 100% yield; for example, 0.34 means a 34% yield). (1) The reactants are [CH:1]1[C:10]2[C:5](=[CH:6][C:7]([C:11]3[O:15][C:14]([NH2:16])=[N:13][N:12]=3)=[CH:8][CH:9]=2)[CH:4]=[CH:3][N:2]=1.[F:17][C:18]([F:41])([F:40])[C:19]1[CH:39]=[CH:38][C:22]([CH2:23][C@H:24]2[CH2:28]OS(=O)(=O)[N:25]2[C:31]([O:33][C:34]([CH3:37])([CH3:36])[CH3:35])=[O:32])=[CH:21][CH:20]=1.C([O-])([O-])=O.[Cs+].[Cs+]. The catalyst is CN(C=O)C. The product is [CH:1]1[C:10]2[C:5](=[CH:6][C:7]([C:11]3[O:15][C:14]([NH:16][CH2:28][C@@H:24]([NH:25][C:31](=[O:32])[O:33][C:34]([CH3:37])([CH3:36])[CH3:35])[CH2:23][C:22]4[CH:38]=[CH:39][C:19]([C:18]([F:41])([F:40])[F:17])=[CH:20][CH:21]=4)=[N:13][N:12]=3)=[CH:8][CH:9]=2)[CH:4]=[CH:3][N:2]=1. The yield is 0.200. (2) The reactants are [N:1]1[CH:6]=[CH:5][CH:4]=[CH:3][C:2]=1[CH:7]([C:24]1[CH:29]=[CH:28][CH:27]=[CH:26][N:25]=1)[CH:8]1[CH2:13][CH2:12][N:11]([C:14]2[CH:19]=[CH:18][C:17]([N+:20]([O-])=O)=[CH:16][C:15]=2[F:23])[CH2:10][CH2:9]1.O.O.[Cl-]. The catalyst is CCO. The product is [N:1]1[CH:6]=[CH:5][CH:4]=[CH:3][C:2]=1[CH:7]([C:24]1[CH:29]=[CH:28][CH:27]=[CH:26][N:25]=1)[CH:8]1[CH2:13][CH2:12][N:11]([C:14]2[CH:19]=[CH:18][C:17]([NH2:20])=[CH:16][C:15]=2[F:23])[CH2:10][CH2:9]1. The yield is 0.510. (3) The catalyst is OS(O)(=O)=O. The yield is 0.180. The product is [N+:11]([C:5]1[CH:6]=[CH:7][CH:8]=[C:9]2[C:4]=1[CH2:3][CH2:2][C:1]2=[O:10])([O-:13])=[O:12]. The reactants are [C:1]1(=[O:10])[C:9]2[C:4](=[CH:5][CH:6]=[CH:7][CH:8]=2)[CH2:3][CH2:2]1.[N+:11]([O-])([O-:13])=[O:12].[K+]. (4) The yield is 0.540. The product is [CH2:13]([N:20]1[CH2:25][CH2:24][C:23]2[N:1]=[C:2]3[CH:10]=[CH:9][C:8]([C:11]#[N:12])=[CH:7][C:3]3=[C:4]([Cl:29])[C:22]=2[CH2:21]1)[C:14]1[CH:19]=[CH:18][CH:17]=[CH:16][CH:15]=1. The reactants are [NH2:1][C:2]1[CH:10]=[CH:9][C:8]([C:11]#[N:12])=[CH:7][C:3]=1[C:4](O)=O.[CH2:13]([N:20]1[CH2:25][CH2:24][C:23](=O)[CH2:22][CH2:21]1)[C:14]1[CH:19]=[CH:18][CH:17]=[CH:16][CH:15]=1.O=P(Cl)(Cl)[Cl:29]. No catalyst specified.